Dataset: NCI-60 drug combinations with 297,098 pairs across 59 cell lines. Task: Regression. Given two drug SMILES strings and cell line genomic features, predict the synergy score measuring deviation from expected non-interaction effect. Drug 1: CC(C)(C#N)C1=CC(=CC(=C1)CN2C=NC=N2)C(C)(C)C#N. Drug 2: CCCCCOC(=O)NC1=NC(=O)N(C=C1F)C2C(C(C(O2)C)O)O. Cell line: HL-60(TB). Synergy scores: CSS=-3.94, Synergy_ZIP=3.13, Synergy_Bliss=3.16, Synergy_Loewe=-4.78, Synergy_HSA=-5.24.